Dataset: Catalyst prediction with 721,799 reactions and 888 catalyst types from USPTO. Task: Predict which catalyst facilitates the given reaction. (1) Reactant: Cl[C:2]1[CH:7]=[C:6]([O:8][C:9]2[C:15]([F:16])=[CH:14][C:12]([NH2:13])=[C:11]([F:17])[CH:10]=2)[CH:5]=[CH:4][N:3]=1.[CH:18]1([C:21]([NH2:23])=[O:22])[CH2:20][CH2:19]1.CC1(C)C2C(=C(P(C3C=CC=CC=3)C3C=CC=CC=3)C=CC=2)OC2C(P(C3C=CC=CC=3)C3C=CC=CC=3)=CC=CC1=2.C([O-])([O-])=O.[Cs+].[Cs+]. Product: [NH2:13][C:12]1[C:11]([F:17])=[CH:10][C:9]([O:8][C:6]2[CH:5]=[CH:4][N:3]=[C:2]([NH:23][C:21]([CH:18]3[CH2:20][CH2:19]3)=[O:22])[CH:7]=2)=[C:15]([F:16])[CH:14]=1. The catalyst class is: 62. (2) Reactant: Cl[C:2]1[N:10]=[C:9]([Cl:11])[C:8]([F:12])=[CH:7][C:3]=1[C:4]([NH2:6])=[O:5].[CH3:13][N:14]1[CH2:19][CH2:18][C:17]([C:21]2[CH:27]=[CH:26][C:24]([NH2:25])=[CH:23][CH:22]=2)([CH3:20])[CH2:16][CH2:15]1.C[Si]([N-][Si](C)(C)C)(C)C.[Li+]. Product: [Cl:11][C:9]1[C:8]([F:12])=[CH:7][C:3]([C:4]([NH2:6])=[O:5])=[C:2]([NH:25][C:24]2[CH:26]=[CH:27][C:21]([C:17]3([CH3:20])[CH2:16][CH2:15][N:14]([CH3:13])[CH2:19][CH2:18]3)=[CH:22][CH:23]=2)[N:10]=1. The catalyst class is: 1. (3) Reactant: Cl.[F:2][C:3]1[C:4]2[C:5]3[CH2:16][NH:15][CH2:14][CH2:13][C:6]=3[NH:7][C:8]=2[C:9]([CH3:12])=[CH:10][CH:11]=1.[C:17](O[C:17]([O:19][C:20]([CH3:23])([CH3:22])[CH3:21])=[O:18])([O:19][C:20]([CH3:23])([CH3:22])[CH3:21])=[O:18].[OH-].[Na+]. Product: [C:20]([O:19][C:17]([N:15]1[CH2:14][CH2:13][C:6]2[NH:7][C:8]3[C:9]([CH3:12])=[CH:10][CH:11]=[C:3]([F:2])[C:4]=3[C:5]=2[CH2:16]1)=[O:18])([CH3:23])([CH3:22])[CH3:21]. The catalyst class is: 12. (4) Reactant: [Cl:1][C:2]1[C:3]([O:12][C:13]2[CH:18]=[C:17]([O:19][CH2:20][O:21][CH3:22])[CH:16]=[CH:15][C:14]=2[CH2:23][CH2:24][OH:25])=[N:4][CH:5]=[C:6]([C:8]([F:11])([F:10])[F:9])[CH:7]=1.Cl[S:27]([N:30]=[C:31]=[O:32])(=[O:29])=[O:28].[NH2:33][CH2:34][CH2:35][O:36][CH:37]([CH3:39])[CH3:38].Cl. Product: [CH:37]([O:36][CH2:35][CH2:34][NH:33][S:27]([NH:30][C:31](=[O:32])[O:25][CH2:24][CH2:23][C:14]1[CH:15]=[CH:16][C:17]([O:19][CH2:20][O:21][CH3:22])=[CH:18][C:13]=1[O:12][C:3]1[C:2]([Cl:1])=[CH:7][C:6]([C:8]([F:9])([F:11])[F:10])=[CH:5][N:4]=1)(=[O:29])=[O:28])([CH3:39])[CH3:38]. The catalyst class is: 852.